From a dataset of Forward reaction prediction with 1.9M reactions from USPTO patents (1976-2016). Predict the product of the given reaction. (1) The product is: [CH3:8][C:7]1[C:2]([CH:14]2[C:13](=[O:22])[CH:12]3[CH:16]([CH:17]4[O:20][CH:11]3[CH2:19][CH2:18]4)[C:15]2=[O:21])=[N:3][C:4]([S:9][CH3:10])=[N:5][CH:6]=1. Given the reactants Cl[C:2]1[C:7]([CH3:8])=[CH:6][N:5]=[C:4]([S:9][CH3:10])[N:3]=1.[CH:11]12[O:20][CH:17]([CH2:18][CH2:19]1)[CH:16]1[CH:12]2[C:13](=[O:22])[CH2:14][C:15]1=[O:21].CC(C1C=C(C(C)C)C(C2C=CC=CC=2P(C2CCCCC2)C2CCCCC2)=C(C(C)C)C=1)C.P([O-])([O-])([O-])=O.[K+].[K+].[K+], predict the reaction product. (2) Given the reactants Cl.[NH2:2][C:3]1[CH:4]=[C:5]([CH:9]2[CH2:14][CH2:13][N:12](C(OC(C)(C)C)=O)[CH2:11][CH2:10]2)[CH:6]=[CH:7][CH:8]=1, predict the reaction product. The product is: [NH:12]1[CH2:13][CH2:14][CH:9]([C:5]2[CH:4]=[C:3]([CH:8]=[CH:7][CH:6]=2)[NH2:2])[CH2:10][CH2:11]1. (3) Given the reactants [C:1]([C@H:4]1[CH2:8][CH2:7][CH2:6][N:5]1[C:9]([O:11][C:12]([CH3:15])([CH3:14])[CH3:13])=[O:10])(=[O:3])[CH3:2].[H-].[Al+3].[Li+].[H-].[H-].[H-].O.[OH-].[Na+], predict the reaction product. The product is: [OH:3][CH:1]([C@H:4]1[CH2:8][CH2:7][CH2:6][N:5]1[C:9]([O:11][C:12]([CH3:13])([CH3:15])[CH3:14])=[O:10])[CH3:2]. (4) Given the reactants [C:1]([O:5][C:6]([CH3:9])([CH3:8])[CH3:7])(=[O:4])[CH:2]=[CH2:3].[C:10]1(=[O:16])[O:15][C:13](=[O:14])[CH:12]=[CH:11]1.[CH:17]12[CH2:23][CH:20]([CH:21]=[CH:22]1)[CH2:19][CH:18]2[C:24]([O:26][C:27]([CH3:30])([CH3:29])[CH3:28])=[O:25].[CH:31]12[CH2:37][CH:34]([CH:35]=[CH:36]1)[CH2:33][CH:32]2[C:38]([O:40][CH2:41][CH2:42][OH:43])=[O:39].N(C(C)(C)C#N)=NC(C)(C)C#N.C(OC(C)COC)(=O)C, predict the reaction product. The product is: [C:1]([O:5][C:6]([CH3:9])([CH3:8])[CH3:7])(=[O:4])[CH:2]=[CH2:3].[C:13]1(=[O:14])[O:15][C:10](=[O:16])[CH:11]=[CH:12]1.[CH:17]12[CH2:23][CH:20]([CH:21]=[CH:22]1)[CH2:19][CH:18]2[C:24]([O:26][C:27]([CH3:30])([CH3:29])[CH3:28])=[O:25].[CH:31]12[CH2:37][CH:34]([CH:35]=[CH:36]1)[CH2:33][CH:32]2[C:38]([O:40][CH2:41][CH2:42][OH:43])=[O:39]. (5) Given the reactants [C:1]1([C@@H:7]2[CH2:11][O:10][C:9](=[O:12])[NH:8]2)[CH:6]=[CH:5][CH:4]=[CH:3][CH:2]=1.I[C:14]1[CH:15]=[N:16][N:17]2[CH2:22][C@H:21]([CH3:23])[NH:20][CH2:19][C:18]=12.CN[C@@H]1CCCC[C@H]1NC.[O-]P([O-])([O-])=O.[K+].[K+].[K+], predict the reaction product. The product is: [CH3:23][C@H:21]1[CH2:22][N:17]2[N:16]=[CH:15][C:14]([N:8]3[C@H:7]([C:1]4[CH:2]=[CH:3][CH:4]=[CH:5][CH:6]=4)[CH2:11][O:10][C:9]3=[O:12])=[C:18]2[CH2:19][NH:20]1. (6) Given the reactants [CH3:1][C:2]1[CH:3]=[CH:4][N:5]2[C:10]=1[C:9](=[O:11])[N:8]([C:12]1[CH:17]=[CH:16][CH:15]=[CH:14][CH:13]=1)[C:7]([C@@H:18]([NH:20][C:21]1[C:22]3[C:29]([C:30]([O:32]CC4C=CC=CC=4)=[O:31])=[CH:28][NH:27][C:23]=3[N:24]=[CH:25][N:26]=1)[CH3:19])=[N:6]2, predict the reaction product. The product is: [CH3:1][C:2]1[CH:3]=[CH:4][N:5]2[C:10]=1[C:9](=[O:11])[N:8]([C:12]1[CH:13]=[CH:14][CH:15]=[CH:16][CH:17]=1)[C:7]([C@@H:18]([NH:20][C:21]1[C:22]3[C:29]([C:30]([OH:32])=[O:31])=[CH:28][NH:27][C:23]=3[N:24]=[CH:25][N:26]=1)[CH3:19])=[N:6]2. (7) Given the reactants [Cl:1][CH2:2][C@@H:3]([OH:19])[CH2:4][NH:5][C:6]1[CH:11]=[CH:10][C:9]([N:12]2[CH2:17][CH2:16][O:15][CH2:14][C:13]2=[O:18])=[CH:8][CH:7]=1.C1N=CN([C:25](N2C=NC=C2)=[O:26])C=1.C(O)C, predict the reaction product. The product is: [Cl:1][CH2:2][C@H:3]1[O:19][C:25](=[O:26])[N:5]([C:6]2[CH:7]=[CH:8][C:9]([N:12]3[CH2:17][CH2:16][O:15][CH2:14][C:13]3=[O:18])=[CH:10][CH:11]=2)[CH2:4]1. (8) Given the reactants [NH2:1][C:2]1[C:7]([CH2:8][OH:9])=[C:6]([CH:10]2[CH2:15][CH2:14][CH2:13][N:12]([C:16]([O:18][C:19]([CH3:22])([CH3:21])[CH3:20])=[O:17])[CH2:11]2)[CH:5]=[C:4]([C:23]2[CH:28]=[CH:27][CH:26]=[CH:25][C:24]=2[O:29][CH2:30][C:31]2[CH:36]=[CH:35][CH:34]=[CH:33][CH:32]=2)[N:3]=1, predict the reaction product. The product is: [NH2:1][C:2]1[C:7]([CH:8]=[O:9])=[C:6]([CH:10]2[CH2:15][CH2:14][CH2:13][N:12]([C:16]([O:18][C:19]([CH3:22])([CH3:21])[CH3:20])=[O:17])[CH2:11]2)[CH:5]=[C:4]([C:23]2[CH:28]=[CH:27][CH:26]=[CH:25][C:24]=2[O:29][CH2:30][C:31]2[CH:32]=[CH:33][CH:34]=[CH:35][CH:36]=2)[N:3]=1. (9) Given the reactants FC(F)(F)C(O)=O.[CH2:8]([C:10]([C:35]1[CH:40]=[CH:39][C:38]([B:41]2[O:45][C:44]([CH3:47])([CH3:46])[C:43]([CH3:49])([CH3:48])[O:42]2)=[C:37]([CH3:50])[CH:36]=1)([C:13]1[CH:18]=[CH:17][C:16]([C:19]#[C:20][C:21]([O:30]COC)([C:26]([F:29])([F:28])[F:27])[C:22]([F:25])([F:24])[F:23])=[C:15]([CH3:34])[CH:14]=1)[CH2:11][CH3:12])[CH3:9], predict the reaction product. The product is: [CH2:8]([C:10]([C:13]1[CH:18]=[CH:17][C:16]([C:19]#[C:20][C:21]([C:22]([F:25])([F:23])[F:24])([OH:30])[C:26]([F:28])([F:27])[F:29])=[C:15]([CH3:34])[CH:14]=1)([C:35]1[CH:40]=[CH:39][C:38]([B:41]2[O:45][C:44]([CH3:46])([CH3:47])[C:43]([CH3:48])([CH3:49])[O:42]2)=[C:37]([CH3:50])[CH:36]=1)[CH2:11][CH3:12])[CH3:9].